Dataset: Full USPTO retrosynthesis dataset with 1.9M reactions from patents (1976-2016). Task: Predict the reactants needed to synthesize the given product. (1) Given the product [CH:2]1([C:7]([O:9][CH2:23][C:24]2[CH:29]=[CH:28][CH:27]=[CH:26][CH:25]=2)=[O:8])[CH2:3][CH2:4][CH2:5][CH2:6][CH:1]1[C:10]([O:17][CH2:16][CH:15]([CH2:12][CH2:13][CH3:14])[CH2:18][CH2:19][CH2:20][CH2:21][CH3:22])=[O:11], predict the reactants needed to synthesize it. The reactants are: [CH:1]12[C:10](=[O:11])[O:9][C:7](=[O:8])[CH:2]1[CH2:3][CH2:4][CH2:5][CH2:6]2.[CH2:12]([CH:15]([CH2:18][CH2:19][CH2:20][CH2:21][CH3:22])[CH2:16][OH:17])[CH2:13][CH3:14].[CH2:23](Cl)[C:24]1[CH:29]=[CH:28][CH:27]=[CH:26][CH:25]=1. (2) Given the product [NH2:33][C:5]([C:8]1[CH:17]=[CH:16][C:15]2[C:10](=[CH:11][CH:12]=[C:13]([O:22][CH:23]3[CH2:28][CH2:27][CH:26]([C:29]([F:30])([F:31])[F:32])[CH2:25][CH2:24]3)[C:14]=2[C:18]([F:20])([F:21])[F:19])[CH:9]=1)([CH2:6][OH:7])[CH2:4][OH:3], predict the reactants needed to synthesize it. The reactants are: CC1(C)[O:7][CH2:6][C:5]([NH:33]C(=O)OC(C)(C)C)([C:8]2[CH:17]=[CH:16][C:15]3[C:10](=[CH:11][CH:12]=[C:13]([O:22][CH:23]4[CH2:28][CH2:27][CH:26]([C:29]([F:32])([F:31])[F:30])[CH2:25][CH2:24]4)[C:14]=3[C:18]([F:21])([F:20])[F:19])[CH:9]=2)[CH2:4][O:3]1.CO.Cl.O. (3) Given the product [CH3:12][C:11]1[C:6]2[N:7]([C:3]([C:1]#[C:2][C:24]3[CH:25]=[C:26]([S:30]([NH2:33])(=[O:32])=[O:31])[CH:27]=[N:28][CH:29]=3)=[CH:4][N:5]=2)[CH:8]=[C:9]([C:13]2[CH:18]=[CH:17][C:16]([C:19]([F:21])([F:22])[F:20])=[CH:15][CH:14]=2)[CH:10]=1, predict the reactants needed to synthesize it. The reactants are: [C:1]([C:3]1[N:7]2[CH:8]=[C:9]([C:13]3[CH:18]=[CH:17][C:16]([C:19]([F:22])([F:21])[F:20])=[CH:15][CH:14]=3)[CH:10]=[C:11]([CH3:12])[C:6]2=[N:5][CH:4]=1)#[CH:2].Br[C:24]1[CH:25]=[C:26]([S:30]([NH2:33])(=[O:32])=[O:31])[CH:27]=[N:28][CH:29]=1.